From a dataset of Peptide-MHC class I binding affinity with 185,985 pairs from IEDB/IMGT. Regression. Given a peptide amino acid sequence and an MHC pseudo amino acid sequence, predict their binding affinity value. This is MHC class I binding data. The peptide sequence is RTFNEDLFR. The MHC is HLA-A11:01 with pseudo-sequence HLA-A11:01. The binding affinity (normalized) is 0.749.